From a dataset of Catalyst prediction with 721,799 reactions and 888 catalyst types from USPTO. Predict which catalyst facilitates the given reaction. (1) Reactant: [N+:1]([C:4]1[CH:9]=[CH:8][C:7]([N:10]2[CH:15]=[CH:14][CH:13]=[C:12]([CH:16]=[CH2:17])[C:11]2=[O:18])=[C:6](/[CH:19]=[CH:20]/[CH3:21])[CH:5]=1)([O-:3])=[O:2].C12BC(CCC1)CCC2.[OH-:31].[Na+].OO. Product: [OH:31][CH2:17][CH2:16][C:12]1[C:11](=[O:18])[N:10]([C:7]2[CH:8]=[CH:9][C:4]([N+:1]([O-:3])=[O:2])=[CH:5][C:6]=2/[CH:19]=[CH:20]/[CH3:21])[CH:15]=[CH:14][CH:13]=1. The catalyst class is: 7. (2) Reactant: [F:1][C:2]1([F:11])[CH2:6][CH2:5][CH:4]([C:7](OC)=[O:8])[CH2:3]1.[NH4+:12].[OH-]. Product: [F:1][C:2]1([F:11])[CH2:6][CH2:5][CH:4]([C:7]([NH2:12])=[O:8])[CH2:3]1. The catalyst class is: 5. (3) Reactant: Br[C:2]1[C:7](=[O:8])[N:6]([CH2:9][C:10]2[CH:15]=[CH:14][C:13]([C:16]3[C:17]([C:22]#[N:23])=[CH:18][CH:19]=[CH:20][CH:21]=3)=[CH:12][CH:11]=2)[C:5]([CH2:24][CH2:25][CH3:26])=[N:4][C:3]=1[CH2:27][CH3:28].[F:29][C:30]1[CH:35]=[CH:34][C:33](B(O)O)=[CH:32][CH:31]=1.C(=O)([O-])[O-].[Cs+].[Cs+]. Product: [CH2:27]([C:3]1[N:4]=[C:5]([CH2:24][CH2:25][CH3:26])[N:6]([CH2:9][C:10]2[CH:15]=[CH:14][C:13]([C:16]3[C:17]([C:22]#[N:23])=[CH:18][CH:19]=[CH:20][CH:21]=3)=[CH:12][CH:11]=2)[C:7](=[O:8])[C:2]=1[C:33]1[CH:34]=[CH:35][C:30]([F:29])=[CH:31][CH:32]=1)[CH3:28]. The catalyst class is: 439. (4) Reactant: [F:1][C:2]1[CH:3]=[N:4][C:5]2[C:10]([C:11]=1[CH2:12][CH:13]([C:15]13[CH2:22][CH2:21][C:18]([NH:23][C:24](=[O:30])[O:25][C:26]([CH3:29])([CH3:28])[CH3:27])([CH2:19][CH2:20]1)[CH2:17][O:16]3)[OH:14])=[N:9][C:8]([O:31][CH3:32])=[CH:7][CH:6]=2.CC(OI1(OC(C)=O)(OC(C)=O)OC(=O)C2C=CC=CC1=2)=O. Product: [F:1][C:2]1[CH:3]=[N:4][C:5]2[C:10]([C:11]=1[CH2:12][C:13]([C:15]13[CH2:20][CH2:19][C:18]([NH:23][C:24](=[O:30])[O:25][C:26]([CH3:27])([CH3:28])[CH3:29])([CH2:21][CH2:22]1)[CH2:17][O:16]3)=[O:14])=[N:9][C:8]([O:31][CH3:32])=[CH:7][CH:6]=2. The catalyst class is: 4.